The task is: Predict the product of the given reaction.. This data is from Forward reaction prediction with 1.9M reactions from USPTO patents (1976-2016). Given the reactants [SH:1][CH2:2][CH2:3][C:4]1[CH:9]=[CH:8][C:7]([CH2:10][CH2:11][C:12]2[N:13]=[C:14]([NH:17][C:18](=[O:20])[CH3:19])[S:15][CH:16]=2)=[CH:6][CH:5]=1.[C:21](N1C=CN=C1)(N1C=CN=C1)=[O:22].[C:33]([O:37][C:38]([CH3:41])([CH3:40])[CH3:39])(=[O:36])[NH:34][NH2:35].Cl, predict the reaction product. The product is: [C:18]([NH:17][C:14]1[S:15][CH:16]=[C:12]([CH2:11][CH2:10][C:7]2[CH:8]=[CH:9][C:4]([CH2:3][CH2:2][S:1][C:21]([NH:35][NH:34][C:33]([O:37][C:38]([CH3:41])([CH3:40])[CH3:39])=[O:36])=[O:22])=[CH:5][CH:6]=2)[N:13]=1)(=[O:20])[CH3:19].